This data is from Peptide-MHC class I binding affinity with 185,985 pairs from IEDB/IMGT. The task is: Regression. Given a peptide amino acid sequence and an MHC pseudo amino acid sequence, predict their binding affinity value. This is MHC class I binding data. (1) The peptide sequence is ALMDCIMFDA. The MHC is HLA-A02:06 with pseudo-sequence HLA-A02:06. The binding affinity (normalized) is 0.675. (2) The peptide sequence is FMRGNRDFL. The MHC is H-2-Db with pseudo-sequence H-2-Db. The binding affinity (normalized) is 0.316.